This data is from Full USPTO retrosynthesis dataset with 1.9M reactions from patents (1976-2016). The task is: Predict the reactants needed to synthesize the given product. Given the product [ClH:1].[O:2]=[C:3]1[CH2:8][O:7][CH2:6][CH2:5][N:4]1[C:9]1[CH:10]=[CH:11][C:12]([NH:15][C:16]([CH:18]2[CH2:22][CH2:21][CH2:20][NH:19]2)=[O:17])=[CH:13][CH:14]=1, predict the reactants needed to synthesize it. The reactants are: [ClH:1].[O:2]=[C:3]1[CH2:8][O:7][CH2:6][CH2:5][N:4]1[C:9]1[CH:14]=[CH:13][C:12]([NH:15][C:16]([CH:18]2[CH2:22][CH2:21][CH2:20][N:19]2C(OC(C)(C)C)=O)=[O:17])=[CH:11][CH:10]=1.